From a dataset of Catalyst prediction with 721,799 reactions and 888 catalyst types from USPTO. Predict which catalyst facilitates the given reaction. (1) Reactant: [CH2:1]([NH:3][C:4]1[CH:9]=[C:8]([O:10][CH3:11])[CH:7]=[CH:6][C:5]=1[CH:12]1[CH2:21][CH2:20][C:19]2[C:14](=[CH:15][CH:16]=[C:17]([O:22][CH3:23])[CH:18]=2)[CH2:13]1)[CH3:2].[C:24](Cl)(=[O:28])[C:25](Cl)=[O:26]. Product: [CH2:1]([N:3]1[C:4]2[C:9](=[C:8]([O:10][CH3:11])[CH:7]=[CH:6][C:5]=2[CH:12]2[CH2:21][CH2:20][C:19]3[C:14](=[CH:15][CH:16]=[C:17]([O:22][CH3:23])[CH:18]=3)[CH2:13]2)[C:25](=[O:26])[C:24]1=[O:28])[CH3:2]. The catalyst class is: 27. (2) Reactant: [F:1][C:2]1[CH:7]=[CH:6][C:5]([F:8])=[CH:4][C:3]=1[C:9]1(O)[CH2:14][CH2:13][CH2:12][CH2:11][N:10]1C(OC(C)(C)C)=O.C(O)(C(F)(F)F)=O. Product: [F:1][C:2]1[CH:7]=[CH:6][C:5]([F:8])=[CH:4][C:3]=1[C:9]1[CH2:14][CH2:13][CH2:12][CH2:11][N:10]=1. The catalyst class is: 2. (3) Reactant: [Br:1][C:2]1[CH:3]=[C:4]([NH:23][CH2:24][C:25]2[N:26]=[N:27][N:28]([CH:30]3[CH2:35][CH2:34][NH:33][CH2:32][CH2:31]3)[CH:29]=2)[CH:5]=[C:6]2[C:11]=1[N:10]=[CH:9][C:8]([C:12]#[N:13])=[C:7]2[NH:14][C:15]1[CH:20]=[CH:19][C:18]([F:21])=[C:17]([Cl:22])[CH:16]=1.Cl[CH:37](Cl)C.C=O.C(O[BH-](OC(=O)C)OC(=O)C)(=O)C.[Na+]. Product: [Br:1][C:2]1[CH:3]=[C:4]([NH:23][CH2:24][C:25]2[N:26]=[N:27][N:28]([CH:30]3[CH2:35][CH2:34][N:33]([CH3:37])[CH2:32][CH2:31]3)[CH:29]=2)[CH:5]=[C:6]2[C:11]=1[N:10]=[CH:9][C:8]([C:12]#[N:13])=[C:7]2[NH:14][C:15]1[CH:20]=[CH:19][C:18]([F:21])=[C:17]([Cl:22])[CH:16]=1. The catalyst class is: 15. (4) Reactant: [CH3:1][S:2][C:3]1[S:4][C:5]2[CH:11]=[CH:10][CH:9]=[CH:8][C:6]=2[N:7]=1.[Br:12]Br.C(O)(=O)C. Product: [Br:12][C:10]1[CH:9]=[CH:8][C:6]2[N:7]=[C:3]([S:2][CH3:1])[S:4][C:5]=2[CH:11]=1. The catalyst class is: 22. (5) Reactant: [Br:1][C:2]1[C:9]([OH:10])=[CH:8][CH:7]=[CH:6][C:3]=1[CH:4]=[O:5].[C:11](=O)([O-])[O-].[K+].[K+].CI. Product: [Br:1][C:2]1[C:9]([O:10][CH3:11])=[CH:8][CH:7]=[CH:6][C:3]=1[CH:4]=[O:5]. The catalyst class is: 95. (6) Reactant: [Cl:1][C:2]1[CH:7]=[CH:6][C:5]([C:8]2[N:9]=[C:10]([C:13]([OH:15])=O)[S:11][CH:12]=2)=[CH:4][CH:3]=1.C1N=CN(C(N2C=NC=C2)=O)C=1.[F:28][C:29]1[CH:30]=[C:31]([CH:34]=[CH:35][C:36]=1[F:37])[CH2:32][NH2:33]. Product: [F:28][C:29]1[CH:30]=[C:31]([CH:34]=[CH:35][C:36]=1[F:37])[CH2:32][NH:33][C:13]([C:10]1[S:11][CH:12]=[C:8]([C:5]2[CH:4]=[CH:3][C:2]([Cl:1])=[CH:7][CH:6]=2)[N:9]=1)=[O:15]. The catalyst class is: 1. (7) Reactant: Cl[C:2]1[N:11]=[C:10]([C:12]2[CH:17]=[CH:16][CH:15]=[C:14]([Cl:18])[CH:13]=2)[C:9]2[C:4](=[CH:5][CH:6]=[C:7]([C:19]([C:28]3[N:32]([CH3:33])[CH:31]=[N:30][CH:29]=3)([C:21]3[CH:26]=[CH:25][C:24]([CH3:27])=[CH:23][CH:22]=3)[OH:20])[CH:8]=2)[N:3]=1.[N-:34]=[N+:35]=[N-:36].[Na+]. Product: [Cl:18][C:14]1[CH:13]=[C:12]([C:10]2[C:9]3[C:4](=[CH:5][CH:6]=[C:7]([C:19]([C:28]4[N:32]([CH3:33])[CH:31]=[N:30][CH:29]=4)([C:21]4[CH:26]=[CH:25][C:24]([CH3:27])=[CH:23][CH:22]=4)[OH:20])[CH:8]=3)[N:3]3[N:34]=[N:35][N:36]=[C:2]3[N:11]=2)[CH:17]=[CH:16][CH:15]=1. The catalyst class is: 3.